This data is from NCI-60 drug combinations with 297,098 pairs across 59 cell lines. The task is: Regression. Given two drug SMILES strings and cell line genomic features, predict the synergy score measuring deviation from expected non-interaction effect. (1) Drug 1: CC1=C(C=C(C=C1)NC(=O)C2=CC=C(C=C2)CN3CCN(CC3)C)NC4=NC=CC(=N4)C5=CN=CC=C5. Drug 2: C1CN(P(=O)(OC1)NCCCl)CCCl. Cell line: UACC-257. Synergy scores: CSS=2.70, Synergy_ZIP=-1.17, Synergy_Bliss=-1.32, Synergy_Loewe=-2.83, Synergy_HSA=-1.85. (2) Synergy scores: CSS=24.0, Synergy_ZIP=-8.87, Synergy_Bliss=-3.84, Synergy_Loewe=-71.4, Synergy_HSA=-1.72. Cell line: SW-620. Drug 1: C1=CC=C(C=C1)NC(=O)CCCCCCC(=O)NO. Drug 2: C1CN(P(=O)(OC1)NCCCl)CCCl. (3) Drug 1: CC1=C(C=C(C=C1)NC2=NC=CC(=N2)N(C)C3=CC4=NN(C(=C4C=C3)C)C)S(=O)(=O)N.Cl. Drug 2: CCC1(CC2CC(C3=C(CCN(C2)C1)C4=CC=CC=C4N3)(C5=C(C=C6C(=C5)C78CCN9C7C(C=CC9)(C(C(C8N6C=O)(C(=O)OC)O)OC(=O)C)CC)OC)C(=O)OC)O.OS(=O)(=O)O. Cell line: NCI/ADR-RES. Synergy scores: CSS=-2.50, Synergy_ZIP=1.56, Synergy_Bliss=0.859, Synergy_Loewe=0.0289, Synergy_HSA=-1.45. (4) Drug 1: CC1C(C(CC(O1)OC2CC(CC3=C2C(=C4C(=C3O)C(=O)C5=C(C4=O)C(=CC=C5)OC)O)(C(=O)CO)O)N)O.Cl. Drug 2: C1CC(=O)NC(=O)C1N2CC3=C(C2=O)C=CC=C3N. Cell line: MALME-3M. Synergy scores: CSS=5.74, Synergy_ZIP=-2.12, Synergy_Bliss=-0.255, Synergy_Loewe=-5.92, Synergy_HSA=-1.68. (5) Drug 1: C1C(C(OC1N2C=NC3=C(N=C(N=C32)Cl)N)CO)O. Drug 2: C1CC(C1)(C(=O)O)C(=O)O.[NH2-].[NH2-].[Pt+2]. Cell line: CAKI-1. Synergy scores: CSS=37.7, Synergy_ZIP=0.182, Synergy_Bliss=0.437, Synergy_Loewe=-15.7, Synergy_HSA=1.99. (6) Drug 2: CCC1(CC2CC(C3=C(CCN(C2)C1)C4=CC=CC=C4N3)(C5=C(C=C6C(=C5)C78CCN9C7C(C=CC9)(C(C(C8N6C)(C(=O)OC)O)OC(=O)C)CC)OC)C(=O)OC)O.OS(=O)(=O)O. Drug 1: CC1CCC2CC(C(=CC=CC=CC(CC(C(=O)C(C(C(=CC(C(=O)CC(OC(=O)C3CCCCN3C(=O)C(=O)C1(O2)O)C(C)CC4CCC(C(C4)OC)OCCO)C)C)O)OC)C)C)C)OC. Cell line: SF-539. Synergy scores: CSS=15.8, Synergy_ZIP=-2.53, Synergy_Bliss=-2.31, Synergy_Loewe=-29.6, Synergy_HSA=0.636. (7) Synergy scores: CSS=3.12, Synergy_ZIP=-0.787, Synergy_Bliss=1.49, Synergy_Loewe=-0.343, Synergy_HSA=1.60. Cell line: UACC62. Drug 1: CNC(=O)C1=CC=CC=C1SC2=CC3=C(C=C2)C(=NN3)C=CC4=CC=CC=N4. Drug 2: CN1C2=C(C=C(C=C2)N(CCCl)CCCl)N=C1CCCC(=O)O.Cl.